This data is from Forward reaction prediction with 1.9M reactions from USPTO patents (1976-2016). The task is: Predict the product of the given reaction. (1) Given the reactants Cl[C:2]1[CH:3]=[CH:4][C:5]2[N:6]([CH:8]=[CH:9][N:10]=2)[N:7]=1.[B:11]1([B:11]2[O:15][C:14]([CH3:17])([CH3:16])[C:13]([CH3:19])([CH3:18])[O:12]2)[O:15][C:14]([CH3:17])([CH3:16])[C:13]([CH3:19])([CH3:18])[O:12]1.CC([O-])=O.[K+], predict the reaction product. The product is: [CH3:18][C:13]1([CH3:19])[C:14]([CH3:17])([CH3:16])[O:15][B:11]([C:2]2[CH:3]=[CH:4][C:5]3[N:6]([CH:8]=[CH:9][N:10]=3)[N:7]=2)[O:12]1. (2) The product is: [CH2:23]([O:25][C:26](=[O:34])[CH2:27][C:28]1[N:29]=[C:30]([NH:33][C:20]([C:17]2[CH:18]=[C:19]3[C:14]([CH2:13][CH2:12][N:11]3[S:8]([C:4]3[CH:5]=[CH:6][CH:7]=[C:2]([Cl:1])[CH:3]=3)(=[O:10])=[O:9])=[CH:15][CH:16]=2)=[O:21])[S:31][CH:32]=1)[CH3:24]. Given the reactants [Cl:1][C:2]1[CH:3]=[C:4]([S:8]([N:11]2[C:19]3[C:14](=[CH:15][CH:16]=[C:17]([C:20](O)=[O:21])[CH:18]=3)[CH2:13][CH2:12]2)(=[O:10])=[O:9])[CH:5]=[CH:6][CH:7]=1.[CH2:23]([O:25][C:26](=[O:34])[CH2:27][C:28]1[N:29]=[C:30]([NH2:33])[S:31][CH:32]=1)[CH3:24], predict the reaction product. (3) The product is: [Si:11]([O:1][C:2]1[CH:10]=[C:9]2[C:5]([CH:6]=[CH:7][NH:8]2)=[CH:4][CH:3]=1)([C:14]([CH3:17])([CH3:16])[CH3:15])([CH3:13])[CH3:12]. Given the reactants [OH:1][C:2]1[CH:10]=[C:9]2[C:5]([CH:6]=[CH:7][NH:8]2)=[CH:4][CH:3]=1.[Si:11](Cl)([C:14]([CH3:17])([CH3:16])[CH3:15])([CH3:13])[CH3:12].N1C=CN=C1, predict the reaction product. (4) Given the reactants C[O:2][C:3]1[CH:4]=[C:5]([CH:8]=[CH:9][C:10]=1[C:11]1[N:12]=[N:13][C:14]([N:17](C)[CH:18]2[CH2:23][C:22]([CH3:25])([CH3:24])[NH:21][C:20]([CH3:27])([CH3:26])[CH2:19]2)=[CH:15][CH:16]=1)[C:6]#[N:7].Cl.N1C=CC=CC=1, predict the reaction product. The product is: [OH:2][C:3]1[CH:4]=[C:5]([CH:8]=[CH:9][C:10]=1[C:11]1[N:12]=[N:13][C:14]([NH:17][CH:18]2[CH2:23][C:22]([CH3:25])([CH3:24])[NH:21][C:20]([CH3:27])([CH3:26])[CH2:19]2)=[CH:15][CH:16]=1)[C:6]#[N:7]. (5) Given the reactants [NH:1]1[C:9]2[C:4](=[CH:5][CH:6]=[CH:7][CH:8]=2)[CH2:3][C:2]1=[O:10].[O:11]1[CH2:13][CH:12]1[CH2:14][N:15]1[CH2:24][CH2:23][C:22]2[C:17](=[CH:18][CH:19]=[CH:20][CH:21]=2)[CH2:16]1, predict the reaction product. The product is: [CH2:16]1[C:17]2[C:22](=[CH:21][CH:20]=[CH:19][CH:18]=2)[CH2:23][CH2:24][N:15]1[CH2:14][CH:12]([OH:11])[CH2:13][N:1]1[C:9]2[C:4](=[CH:5][CH:6]=[CH:7][CH:8]=2)[CH2:3][C:2]1=[O:10].